Dataset: Peptide-MHC class II binding affinity with 134,281 pairs from IEDB. Task: Regression. Given a peptide amino acid sequence and an MHC pseudo amino acid sequence, predict their binding affinity value. This is MHC class II binding data. The binding affinity (normalized) is 0.232. The MHC is DRB1_0401 with pseudo-sequence DRB1_0401. The peptide sequence is KQELDEISTNIRQAG.